This data is from Forward reaction prediction with 1.9M reactions from USPTO patents (1976-2016). The task is: Predict the product of the given reaction. (1) Given the reactants [CH:1]1([CH:4]([C:11]2[CH:16]=[CH:15][CH:14]=[C:13]([CH2:17][OH:18])[CH:12]=2)[CH2:5][C:6]([O:8][CH2:9][CH3:10])=[O:7])[CH2:3][CH2:2]1.C(N(CC)CC)C.[CH3:26][S:27](Cl)(=[O:29])=[O:28].O, predict the reaction product. The product is: [CH:1]1([CH:4]([C:11]2[CH:16]=[CH:15][CH:14]=[C:13]([CH2:17][O:18][S:27]([CH3:26])(=[O:29])=[O:28])[CH:12]=2)[CH2:5][C:6]([O:8][CH2:9][CH3:10])=[O:7])[CH2:2][CH2:3]1. (2) Given the reactants [CH2:1]([O:8][C:9]1[CH:28]=[CH:27][C:12]([O:13][C@@H:14]2[CH2:19][O:18][C@@H:17]([CH2:20][CH2:21][CH2:22][NH:23][C:24](=[O:26])[CH3:25])[O:16][CH2:15]2)=[CH:11][CH:10]=1)[C:2]1[CH:7]=[CH:6][CH:5]=CC=1.C1(Br)CCCC1, predict the reaction product. The product is: [CH:1]1([O:8][C:9]2[CH:28]=[CH:27][C:12]([O:13][C@@H:14]3[CH2:19][O:18][C@@H:17]([CH2:20][CH2:21][CH2:22][NH:23][C:24](=[O:26])[CH3:25])[O:16][CH2:15]3)=[CH:11][CH:10]=2)[CH2:5][CH2:6][CH2:7][CH2:2]1. (3) Given the reactants C([O:8][C:9]1[CH:14]=[CH:13][C:12]([C@@H:15]([O:59][Si:60]([C:63]([CH3:66])([CH3:65])[CH3:64])([CH3:62])[CH3:61])[CH2:16][NH:17][CH2:18][CH2:19][C:20]2[CH:25]=[CH:24][C:23]([O:26][CH2:27][CH2:28][C:29]3[CH:34]=[CH:33][C:32]([O:35]CC4C=CC=CC=4)=[C:31]([C@@H:43]([C:53]4[CH:58]=[CH:57][CH:56]=[CH:55][CH:54]=4)[CH2:44][CH2:45][N:46]([CH:50]([CH3:52])[CH3:51])[CH:47]([CH3:49])[CH3:48])[CH:30]=3)=[CH:22][CH:21]=2)=[CH:11][C:10]=1[CH2:67][OH:68])C1C=CC=CC=1, predict the reaction product. The product is: [Si:60]([O:59][C@H:15]([C:12]1[CH:13]=[CH:14][C:9]([OH:8])=[C:10]([CH2:67][OH:68])[CH:11]=1)[CH2:16][NH:17][CH2:18][CH2:19][C:20]1[CH:21]=[CH:22][C:23]([O:26][CH2:27][CH2:28][C:29]2[CH:34]=[CH:33][C:32]([OH:35])=[C:31]([C@@H:43]([C:53]3[CH:58]=[CH:57][CH:56]=[CH:55][CH:54]=3)[CH2:44][CH2:45][N:46]([CH:50]([CH3:52])[CH3:51])[CH:47]([CH3:49])[CH3:48])[CH:30]=2)=[CH:24][CH:25]=1)([C:63]([CH3:66])([CH3:64])[CH3:65])([CH3:62])[CH3:61]. (4) The product is: [NH2:15][C:7]1[N:6]=[C:5]([CH:9]2[CH2:11][CH2:10]2)[N:4]=[C:3]([C:12]([OH:14])=[O:13])[C:2]=1[Cl:1]. Given the reactants [Cl:1][C:2]1[C:3]([C:12]([OH:14])=[O:13])=[N:4][C:5]([CH:9]2[CH2:11][CH2:10]2)=[N:6][C:7]=1Cl.[NH3:15].Cl, predict the reaction product. (5) The product is: [Br:11][C:4]1[N:3]=[C:2]([NH2:12])[C:7]([N+:8]([O-:10])=[O:9])=[CH:6][CH:5]=1. Given the reactants Br[C:2]1[C:7]([N+:8]([O-:10])=[O:9])=[CH:6][CH:5]=[C:4]([Br:11])[N:3]=1.[NH3:12].CCO, predict the reaction product. (6) Given the reactants [NH2:1][C:2]1[C:3]([NH:8][CH2:9][CH:10]2[O:14][CH2:13][CH2:12][O:11]2)=[N:4][CH:5]=[CH:6][CH:7]=1.C1(C)C=CC=CC=1.[O:22]=[CH:23][C:24](OCC)=O.O, predict the reaction product. The product is: [O:11]1[CH2:12][CH2:13][O:14][CH:10]1[CH2:9][N:8]1[C:23](=[O:22])[CH:24]=[N:1][C:2]2[CH:7]=[CH:6][CH:5]=[N:4][C:3]1=2. (7) Given the reactants Br[C:2]1[N:3]=[C:4]([C:23]2[O:27][N:26]=[C:25]([C:28]3[CH:33]=[CH:32][CH:31]=[CH:30][CH:29]=3)[CH:24]=2)[C:5]([N:8](C(OC(C)(C)C)=O)[C:9](=[O:15])[O:10][C:11]([CH3:14])([CH3:13])[CH3:12])=[N:6][CH:7]=1.CC1(C)C(C)(C)OB([C:42]2[CH:47]=[CH:46][C:45]([S:48]([CH:51]3[CH2:56][CH2:55][CH2:54][N:53]([C:57]([O:59][C:60]([CH3:63])([CH3:62])[CH3:61])=[O:58])[CH2:52]3)(=[O:50])=[O:49])=[CH:44][CH:43]=2)O1.O.C([O-])([O-])=O.[Na+].[Na+], predict the reaction product. The product is: [C:11]([O:10][C:9]([NH:8][C:5]1[N:6]=[CH:7][C:2]([C:42]2[CH:47]=[CH:46][C:45]([S:48]([CH:51]3[CH2:56][CH2:55][CH2:54][N:53]([C:57]([O:59][C:60]([CH3:63])([CH3:62])[CH3:61])=[O:58])[CH2:52]3)(=[O:50])=[O:49])=[CH:44][CH:43]=2)=[N:3][C:4]=1[C:23]1[O:27][N:26]=[C:25]([C:28]2[CH:29]=[CH:30][CH:31]=[CH:32][CH:33]=2)[CH:24]=1)=[O:15])([CH3:12])([CH3:13])[CH3:14]. (8) Given the reactants [CH2:1]([C:3]1[NH:7][N:6]([C:8]2[CH:13]=[CH:12][C:11]([F:14])=[CH:10][CH:9]=2)[C:5](=[O:15])[C:4]=1[C:16]([O:18][CH2:19][CH3:20])=[O:17])[CH3:2].F[C:22](F)(F)S(OC)(=O)=O, predict the reaction product. The product is: [CH2:1]([C:3]1[N:7]([CH3:22])[N:6]([C:8]2[CH:13]=[CH:12][C:11]([F:14])=[CH:10][CH:9]=2)[C:5](=[O:15])[C:4]=1[C:16]([O:18][CH2:19][CH3:20])=[O:17])[CH3:2]. (9) Given the reactants [Br:1][C:2]1[CH:3]=[C:4]([C:9](=O)[CH3:10])[CH:5]=[N:6][C:7]=1[Cl:8].[CH:12]1([NH2:15])[CH2:14][CH2:13]1, predict the reaction product. The product is: [Br:1][C:2]1[CH:3]=[C:4]([CH:9]([NH:15][CH:12]2[CH2:14][CH2:13]2)[CH3:10])[CH:5]=[N:6][C:7]=1[Cl:8].